Predict the product of the given reaction. From a dataset of Forward reaction prediction with 1.9M reactions from USPTO patents (1976-2016). (1) Given the reactants O.[OH-].[Li+].[Br:4][C:5]1[CH:6]=[N:7][C:8]([N:11]2[C:19]3[C:14](=[CH:15][CH:16]=[C:17]([C:20]([O:22]C)=[O:21])[CH:18]=3)[C:13]([S:24][CH3:25])=[N:12]2)=[N:9][CH:10]=1.O, predict the reaction product. The product is: [Br:4][C:5]1[CH:10]=[N:9][C:8]([N:11]2[C:19]3[C:14](=[CH:15][CH:16]=[C:17]([C:20]([OH:22])=[O:21])[CH:18]=3)[C:13]([S:24][CH3:25])=[N:12]2)=[N:7][CH:6]=1. (2) Given the reactants [CH:1]([C:4]1[O:5][C:6]([C:24]2[CH:29]=[CH:28][C:27]([C:30]([F:33])([F:32])[F:31])=[CH:26][CH:25]=2)=[CH:7][C:8]=1[CH:9]([O:14][C:15]1[CH:23]=[CH:22][C:18]([C:19](O)=[O:20])=[CH:17][CH:16]=1)[CH2:10][CH:11]([CH3:13])[CH3:12])([CH3:3])[CH3:2].[CH3:34][NH:35][CH2:36][CH2:37][C:38]([O:40]CC)=[O:39], predict the reaction product. The product is: [CH:1]([C:4]1[O:5][C:6]([C:24]2[CH:29]=[CH:28][C:27]([C:30]([F:33])([F:31])[F:32])=[CH:26][CH:25]=2)=[CH:7][C:8]=1[CH:9]([O:14][C:15]1[CH:23]=[CH:22][C:18]([C:19]([N:35]([CH3:34])[CH2:36][CH2:37][C:38]([OH:40])=[O:39])=[O:20])=[CH:17][CH:16]=1)[CH2:10][CH:11]([CH3:13])[CH3:12])([CH3:2])[CH3:3]. (3) Given the reactants C([NH:4][OH:5])(=O)C.C(=O)([O-])[O-].[K+].[K+].[Cl:12][C:13]1[CH:14]=[C:15]([C:44]2[CH:49]=[CH:48][C:47]([C:50]#[N:51])=[C:46](F)[CH:45]=2)[CH:16]=[C:17]([Cl:43])[C:18]=1[CH2:19][C@@H:20]1[CH2:24][CH2:23][N:22]([N:25]2[CH2:30][CH2:29][CH:28]([O:31][Si:32]([CH:39]([CH3:41])[CH3:40])([CH:36]([CH3:38])[CH3:37])[CH:33]([CH3:35])[CH3:34])[CH2:27][CH2:26]2)[C:21]1=[O:42], predict the reaction product. The product is: [NH2:51][C:50]1[C:47]2[CH:48]=[CH:49][C:44]([C:15]3[CH:16]=[C:17]([Cl:43])[C:18]([CH2:19][C@@H:20]4[CH2:24][CH2:23][N:22]([N:25]5[CH2:30][CH2:29][CH:28]([O:31][Si:32]([CH:33]([CH3:35])[CH3:34])([CH:36]([CH3:37])[CH3:38])[CH:39]([CH3:40])[CH3:41])[CH2:27][CH2:26]5)[C:21]4=[O:42])=[C:13]([Cl:12])[CH:14]=3)=[CH:45][C:46]=2[O:5][N:4]=1. (4) The product is: [CH2:20]([NH:22][CH2:23][CH2:24][NH:25][C:5](=[O:7])[C:4]1[CH:17]=[CH:18][N:19]=[C:2]([F:1])[CH:3]=1)[CH3:21]. Given the reactants [F:1][C:2]1[CH:3]=[C:4]([CH:17]=[CH:18][N:19]=1)[C:5]([O:7]C1C=CC([N+]([O-])=O)=CC=1)=O.[CH2:20]([NH:22][CH2:23][CH2:24][NH2:25])[CH3:21], predict the reaction product. (5) Given the reactants [C:1]([O:5][C:6]([N:8]1[CH2:13][CH2:12][N:11](CC2C=CC=CC=2)[CH2:10][C@H:9]1[CH:21]([C:28]1[CH:33]=[CH:32][CH:31]=[CH:30][CH:29]=1)[C:22]1[CH:27]=[CH:26][CH:25]=[CH:24][CH:23]=1)=[O:7])([CH3:4])([CH3:3])[CH3:2].[H][H], predict the reaction product. The product is: [C:1]([O:5][C:6]([N:8]1[CH2:13][CH2:12][NH:11][CH2:10][C@H:9]1[CH:21]([C:28]1[CH:29]=[CH:30][CH:31]=[CH:32][CH:33]=1)[C:22]1[CH:23]=[CH:24][CH:25]=[CH:26][CH:27]=1)=[O:7])([CH3:4])([CH3:2])[CH3:3]. (6) Given the reactants [Cl:1][C:2]1[CH:3]=[N:4][CH:5]=[C:6]([Cl:20])[C:7]=1[S:8][C:9]1[S:13][C:12]([C:14]([OH:16])=O)=[CH:11][C:10]=1[N+:17]([O-:19])=[O:18].[NH2:21][CH2:22][CH:23]([OH:31])[CH2:24][N:25]1[CH2:30][CH2:29][CH2:28][CH2:27][CH2:26]1, predict the reaction product. The product is: [Cl:20][C:6]1[CH:5]=[N:4][CH:3]=[C:2]([Cl:1])[C:7]=1[S:8][C:9]1[S:13][C:12]([C:14]([NH:21][CH2:22][CH:23]([OH:31])[CH2:24][N:25]2[CH2:26][CH2:27][CH2:28][CH2:29][CH2:30]2)=[O:16])=[CH:11][C:10]=1[N+:17]([O-:19])=[O:18]. (7) Given the reactants Cl[CH2:2][C:3]1[N:4]=[CH:5][S:6][CH:7]=1.[OH:8][CH2:9][C:10]([NH:12][CH2:13][C@H:14]([O:16][C:17]1[CH:26]=[CH:25][CH:24]=[C:23]2[C:18]=1[C:19]([NH:27][C:28]1[CH:33]=[CH:32][C:31]([OH:34])=[C:30]([CH3:35])[CH:29]=1)=[N:20][CH:21]=[N:22]2)[CH3:15])=[O:11], predict the reaction product. The product is: [OH:8][CH2:9][C:10]([NH:12][CH2:13][C@H:14]([O:16][C:17]1[CH:26]=[CH:25][CH:24]=[C:23]2[C:18]=1[C:19]([NH:27][C:28]1[CH:33]=[CH:32][C:31]([O:34][CH2:2][C:3]3[N:4]=[CH:5][S:6][CH:7]=3)=[C:30]([CH3:35])[CH:29]=1)=[N:20][CH:21]=[N:22]2)[CH3:15])=[O:11]. (8) Given the reactants [ClH:1].C(OC([N:9]1[CH2:13][C@H:12]([O:14][C:15]2[CH:20]=[CH:19][CH:18]=[CH:17][C:16]=2[O:21][CH3:22])[CH2:11][C@@H:10]1[C@H:23]1[O:27]C(C)(C)[N:25]([C:30](=[O:32])[CH3:31])[C@H:24]1[CH2:33][C:34]1[CH:39]=[C:38]([F:40])[CH:37]=[C:36]([F:41])[CH:35]=1)=O)(C)(C)C, predict the reaction product. The product is: [ClH:1].[F:41][C:36]1[CH:35]=[C:34]([CH:39]=[C:38]([F:40])[CH:37]=1)[CH2:33][C@H:24]([NH:25][C:30](=[O:32])[CH3:31])[C@H:23]([OH:27])[C@H:10]1[CH2:11][C@@H:12]([O:14][C:15]2[CH:20]=[CH:19][CH:18]=[CH:17][C:16]=2[O:21][CH3:22])[CH2:13][NH:9]1.